From a dataset of Catalyst prediction with 721,799 reactions and 888 catalyst types from USPTO. Predict which catalyst facilitates the given reaction. (1) Reactant: [NH:1]1[C:5]2[CH:6]=[CH:7][CH:8]=[CH:9][C:4]=2[N:3]=[C:2]1[CH2:10][N:11]1[C:15]2[CH:16]=[CH:17][CH:18]=[CH:19][C:14]=2[N:13]=[N:12]1.C(=O)([O-])[O-].[K+].[K+].Cl[CH2:27][C:28]([NH:30][CH3:31])=[O:29]. Product: [N:11]1([CH2:10][C:2]2[N:1]([CH2:27][C:28]([NH:30][CH3:31])=[O:29])[C:5]3[CH:6]=[CH:7][CH:8]=[CH:9][C:4]=3[N:3]=2)[C:15]2[CH:16]=[CH:17][CH:18]=[CH:19][C:14]=2[N:13]=[N:12]1. The catalyst class is: 9. (2) Reactant: [Br:1][C:2]1[CH:11]=[CH:10][CH:9]=[C:8]2[C:3]=1[C:4]([C:12]([O:14]C)=[O:13])=[CH:5][N:6]=[CH:7]2.[OH-].[K+]. The catalyst class is: 24. Product: [Br:1][C:2]1[CH:11]=[CH:10][CH:9]=[C:8]2[C:3]=1[C:4]([C:12]([OH:14])=[O:13])=[CH:5][N:6]=[CH:7]2. (3) Reactant: [S:1](=[O:3])=[O:2].[C:4]1([S:10][C:11]([C:14]([Si](C)(C)C)([F:16])[F:15])([F:13])[F:12])[CH:9]=[CH:8][CH:7]=[CH:6][CH:5]=1.[F-].[Cs+].[B-](F)(F)(F)[F:24].[B-](F)(F)(F)F.C1[N+]2(CCl)CC[N+](F)(CC2)C1. Product: [S:1](=[O:3])=[O:2].[C:4]1([S:10][C:11]([F:13])([F:12])[C:14]([F:16])([F:15])[S:1]([F:24])(=[O:3])=[O:2])[CH:9]=[CH:8][CH:7]=[CH:6][CH:5]=1. The catalyst class is: 10. (4) Reactant: [Cl:1][C:2]1[CH:3]=[C:4]([NH:9][C:10]2[C:11]3[CH2:18][C:17](=[O:19])[NH:16][C:12]=3[N:13]=[CH:14][N:15]=2)[CH:5]=[CH:6][C:7]=1[F:8].[CH:20]([C:22]1[NH:26][C:25]([CH3:27])=[C:24]([CH2:28][CH2:29][C:30]([OH:32])=[O:31])[C:23]=1[CH3:33])=O. Product: [Cl:1][C:2]1[CH:3]=[C:4]([NH:9][C:10]2[C:11]3[C:18](=[CH:20][C:22]4[NH:26][C:25]([CH3:27])=[C:24]([CH2:28][CH2:29][C:30]([OH:32])=[O:31])[C:23]=4[CH3:33])[C:17](=[O:19])[NH:16][C:12]=3[N:13]=[CH:14][N:15]=2)[CH:5]=[CH:6][C:7]=1[F:8]. The catalyst class is: 495.